From a dataset of Forward reaction prediction with 1.9M reactions from USPTO patents (1976-2016). Predict the product of the given reaction. (1) Given the reactants [OH:1][N:2]1[C:6](=[O:7])[C:5]2=[CH:8][CH:9]=[CH:10][CH:11]=[C:4]2[C:3]1=[O:12].C1(P(C2C=CC=CC=2)C2C=CC=CC=2)C=CC=CC=1.[Br:32][C:33]1[CH:34]=[CH:35][C:36]2[C:37]3[S:45][C:44]([CH2:46]O)=[N:43][C:38]=3[CH:39]=[N:40][C:41]=2[CH:42]=1.N(C(OCC)=O)=NC(OCC)=O, predict the reaction product. The product is: [Br:32][C:33]1[CH:34]=[CH:35][C:36]2[C:37]3[S:45][C:44]([CH2:46][O:1][N:2]4[C:3](=[O:12])[C:4]5[C:5](=[CH:8][CH:9]=[CH:10][CH:11]=5)[C:6]4=[O:7])=[N:43][C:38]=3[CH:39]=[N:40][C:41]=2[CH:42]=1. (2) Given the reactants [ClH:1].[CH3:2][O:3][C:4]1[CH:9]=[CH:8][C:7]([C:10]2[CH:15]=[CH:14][C:13]([CH2:16][C@H:17]([NH:32][C:33]([C@H:35]3[CH2:40][CH2:39][C@H:38]([CH2:41][NH:42]C(=O)OC(C)(C)C)[CH2:37][CH2:36]3)=[O:34])[C:18](=[O:31])[NH:19][C:20]3[CH:25]=[CH:24][C:23]([C:26]4[NH:30][N:29]=[N:28][N:27]=4)=[CH:22][CH:21]=3)=[CH:12][CH:11]=2)=[CH:6][C:5]=1[S:50]([N:53]1[CH2:58][CH2:57][O:56][CH2:55][CH2:54]1)(=[O:52])=[O:51].C(#N)C, predict the reaction product. The product is: [ClH:1].[NH2:42][CH2:41][C@H:38]1[CH2:37][CH2:36][C@H:35]([C:33]([NH:32][C@@H:17]([CH2:16][C:13]2[CH:14]=[CH:15][C:10]([C:7]3[CH:8]=[CH:9][C:4]([O:3][CH3:2])=[C:5]([S:50]([N:53]4[CH2:58][CH2:57][O:56][CH2:55][CH2:54]4)(=[O:51])=[O:52])[CH:6]=3)=[CH:11][CH:12]=2)[C:18](=[O:31])[NH:19][C:20]2[CH:21]=[CH:22][C:23]([C:26]3[NH:27][N:28]=[N:29][N:30]=3)=[CH:24][CH:25]=2)=[O:34])[CH2:40][CH2:39]1. (3) Given the reactants [O:1]1[C:5]2[CH:6]=[CH:7][C:8]([C:10](=[O:12])[CH3:11])=[CH:9][C:4]=2[O:3][CH2:2]1.[CH3:13][O:14][C:15]1[CH:16]=[C:17]([C:25]2[CH:29]=[C:28]([CH:30]=O)[NH:27][N:26]=2)[CH:18]=[C:19]([O:23][CH3:24])[C:20]=1[O:21][CH3:22].[OH-].[Na+], predict the reaction product. The product is: [O:1]1[C:5]2[CH:6]=[CH:7][C:8]([C:10](=[O:12])/[CH:11]=[CH:30]/[C:28]3[NH:27][N:26]=[C:25]([C:17]4[CH:16]=[C:15]([O:14][CH3:13])[C:20]([O:21][CH3:22])=[C:19]([O:23][CH3:24])[CH:18]=4)[CH:29]=3)=[CH:9][C:4]=2[O:3][CH2:2]1. (4) Given the reactants [Cl:1][C:2]1[CH:32]=[CH:31][CH:30]=[CH:29][C:3]=1[C:4]([NH:6]C(=O)NC1SC2C=C(S(CCNC3CCC3)(=O)=O)C=CC=2N=1)=[O:5].[C:33](=[O:36])([O-])[O-].[K+].[K+].[CH:39]1(Br)[CH2:43]C[CH2:41][CH2:40]1, predict the reaction product. The product is: [Cl:1][C:2]1[CH:32]=[CH:31][C:30]([O:36][CH:33]2[CH2:41][CH2:40][CH2:39][CH2:43]2)=[CH:29][C:3]=1[C:4]([NH2:6])=[O:5]. (5) Given the reactants Br[C:2]1[CH:3]=[CH:4][C:5]([O:8][CH3:9])=[N:6][CH:7]=1.[CH3:10][N:11]([C:17]([O:19][C:20]([CH3:23])([CH3:22])[CH3:21])=[O:18])[CH:12]([CH2:14][CH:15]=[CH2:16])[CH3:13].C(N(CC)CC)C.C(#N)C, predict the reaction product. The product is: [CH3:10][N:11]([C:17]([O:19][C:20]([CH3:21])([CH3:23])[CH3:22])=[O:18])[CH:12]([CH2:14]/[CH:15]=[CH:16]/[C:2]1[CH:7]=[N:6][C:5]([O:8][CH3:9])=[CH:4][CH:3]=1)[CH3:13]. (6) Given the reactants [Cl:1][C:2]1[CH:7]=[CH:6][C:5]([CH:8]([C:10]2[CH:15]=[CH:14][C:13]([CH2:16][N:17]3[CH2:22][CH2:21][O:20][CH2:19][CH2:18]3)=[CH:12][CH:11]=2)O)=[CH:4][CH:3]=1.O=S(Cl)Cl.C(N(CC)CC)C.[NH2:34][C:35]1[C:44]2[C:39](=[CH:40][C:41]([Cl:45])=[CH:42][CH:43]=2)[N:38]=[CH:37][CH:36]=1, predict the reaction product. The product is: [Cl:45][C:41]1[CH:40]=[C:39]2[C:44]([C:35]([NH2:34])=[CH:36][CH2:37][N:38]2[CH:8]([C:5]2[CH:6]=[CH:7][C:2]([Cl:1])=[CH:3][CH:4]=2)[C:10]2[CH:15]=[CH:14][C:13]([CH2:16][N:17]3[CH2:22][CH2:21][O:20][CH2:19][CH2:18]3)=[CH:12][CH:11]=2)=[CH:43][CH:42]=1. (7) Given the reactants [Cl:1][C:2]1[C:3]2[CH:10]=[CH:9][N:8]([CH3:11])[C:4]=2[N:5]=[CH:6][N:7]=1.C1C(=O)N([Br:19])C(=O)C1, predict the reaction product. The product is: [Br:19][C:10]1[C:3]2[C:2]([Cl:1])=[N:7][CH:6]=[N:5][C:4]=2[N:8]([CH3:11])[CH:9]=1.